Predict which catalyst facilitates the given reaction. From a dataset of Catalyst prediction with 721,799 reactions and 888 catalyst types from USPTO. (1) Reactant: CS(O[CH2:6][CH2:7][C:8]1[CH:13]=[CH:12][CH:11]=[C:10]([NH:14][C:15]2[N:20]=[CH:19][C:18]([C:21]3[CH:26]=[CH:25][C:24]([O:27][CH:28]([F:30])[F:29])=[CH:23][CH:22]=3)=[CH:17][N:16]=2)[CH:9]=1)(=O)=O.[NH:31]1[CH2:36][CH2:35][CH:34]([C:37]([O:39][CH2:40][CH3:41])=[O:38])[CH2:33][CH2:32]1. Product: [F:30][CH:28]([F:29])[O:27][C:24]1[CH:25]=[CH:26][C:21]([C:18]2[CH:19]=[N:20][C:15]([NH:14][C:10]3[CH:9]=[C:8]([CH:13]=[CH:12][CH:11]=3)[CH2:7][CH2:6][N:31]3[CH2:36][CH2:35][CH:34]([C:37]([O:39][CH2:40][CH3:41])=[O:38])[CH2:33][CH2:32]3)=[N:16][CH:17]=2)=[CH:22][CH:23]=1. The catalyst class is: 3. (2) Product: [CH3:20][N:19]1[C:9]2=[CH:8][CH:7]=[C:6]3[C:11]([N:12]([CH3:16])[C:13]4[C:5]3=[CH:4][C:3]([OH:2])=[CH:15][CH:14]=4)=[C:10]2[CH:17]=[N:18]1. The catalyst class is: 2. Reactant: C[O:2][C:3]1[CH:4]=[C:5]2[C:13](=[CH:14][CH:15]=1)[N:12]([CH3:16])[C:11]1[C:6]2=[CH:7][CH:8]=[C:9]2[N:19]([CH3:20])[N:18]=[CH:17][C:10]2=1.[Al+3].[Cl-].[Cl-].[Cl-].CCS.C([O-])(O)=O.[Na+]. (3) Reactant: [F:1][C:2]([F:13])([F:12])[C:3]1[CH:4]=[C:5]([CH:9]=[CH:10][CH:11]=1)[C:6]([OH:8])=O.[NH2:14][C:15]1[CH:20]=[CH:19][C:18]([OH:21])=[C:17]([CH3:22])[CH:16]=1.C(Cl)CCl. Product: [OH:21][C:18]1[CH:19]=[CH:20][C:15]([NH:14][C:6](=[O:8])[C:5]2[CH:9]=[CH:10][CH:11]=[C:3]([C:2]([F:1])([F:13])[F:12])[CH:4]=2)=[CH:16][C:17]=1[CH3:22]. The catalyst class is: 2.